From a dataset of Forward reaction prediction with 1.9M reactions from USPTO patents (1976-2016). Predict the product of the given reaction. (1) Given the reactants [H-].[Na+].CI.[CH3:5]N(C=O)C.[CH2:10]([O:17][C@@H:18]([CH3:31])[C@@H:19]([NH:23][C:24]([O:26][C:27]([CH3:30])([CH3:29])[CH3:28])=[O:25])[C:20]([OH:22])=[O:21])[C:11]1[CH:16]=[CH:15][CH:14]=[CH:13][CH:12]=1, predict the reaction product. The product is: [CH2:10]([O:17][C@@H:18]([CH3:31])[C@@H:19]([N:23]([C:24]([O:26][C:27]([CH3:30])([CH3:29])[CH3:28])=[O:25])[CH3:5])[C:20]([OH:22])=[O:21])[C:11]1[CH:12]=[CH:13][CH:14]=[CH:15][CH:16]=1. (2) Given the reactants [N:1]1[CH:6]=[C:5](B(O)O)[CH:4]=[N:3][CH:2]=1.Br[C:11]1[CH:12]=[C:13]([C:17]2([C:27]3[CH:32]=[CH:31][C:30]([O:33][CH3:34])=[C:29]([CH:35]4[CH2:37][CH2:36]4)[CH:28]=3)[C:21]3=NC=CC=[C:20]3[C:19]([NH2:26])=[N:18]2)[CH:14]=[CH:15][CH:16]=1.C(=O)([O-])[O-].[Cs+].[Cs+], predict the reaction product. The product is: [CH:35]1([C:29]2[CH:28]=[C:27]([C:17]3([C:13]4[CH:14]=[CH:15][CH:16]=[C:11]([C:5]5[CH:6]=[N:1][CH:2]=[N:3][CH:4]=5)[CH:12]=4)[C:21]4[C:20](=[N:1][CH:6]=[CH:5][CH:4]=4)[C:19]([NH2:26])=[N:18]3)[CH:32]=[CH:31][C:30]=2[O:33][CH3:34])[CH2:36][CH2:37]1.